This data is from Forward reaction prediction with 1.9M reactions from USPTO patents (1976-2016). The task is: Predict the product of the given reaction. (1) Given the reactants N#N.OS(O)(=O)=O.[Br:8][C:9]1[CH:27]=[CH:26][C:12]([O:13][C:14]2[CH:22]=[C:21]([F:23])[C:20]([O:24][CH3:25])=[CH:19][C:15]=2[C:16]([OH:18])=O)=[CH:11][CH:10]=1, predict the reaction product. The product is: [Br:8][C:9]1[CH:10]=[C:11]2[C:12]([O:13][C:14]3[CH:22]=[C:21]([F:23])[C:20]([O:24][CH3:25])=[CH:19][C:15]=3[C:16]2=[O:18])=[CH:26][CH:27]=1. (2) The product is: [CH:3]1([S:8]([C:11]2[CH:12]=[C:13]([CH2:17][CH2:18][O:19][CH2:21][C:22]3[CH:23]=[C:24]([CH2:28][CH2:29][N:30]4[CH2:34][C@@H:33]([C:35]5[CH:46]=[CH:45][C:38]6[O:39][C:40]([CH3:44])([CH3:43])[O:41][CH2:42][C:37]=6[CH:36]=5)[O:32][C:31]4=[O:47])[CH:25]=[CH:26][CH:27]=3)[CH:14]=[CH:15][CH:16]=2)(=[O:10])=[O:9])[CH2:7][CH2:6][CH2:5][CH2:4]1. Given the reactants [H-].[Na+].[CH:3]1([S:8]([C:11]2[CH:12]=[C:13]([CH2:17][CH2:18][OH:19])[CH:14]=[CH:15][CH:16]=2)(=[O:10])=[O:9])[CH2:7][CH2:6][CH2:5][CH2:4]1.Br[CH2:21][C:22]1[CH:23]=[C:24]([CH2:28][CH2:29][N:30]2[CH2:34][C@@H:33]([C:35]3[CH:46]=[CH:45][C:38]4[O:39][C:40]([CH3:44])([CH3:43])[O:41][CH2:42][C:37]=4[CH:36]=3)[O:32][C:31]2=[O:47])[CH:25]=[CH:26][CH:27]=1.O, predict the reaction product.